Dataset: Catalyst prediction with 721,799 reactions and 888 catalyst types from USPTO. Task: Predict which catalyst facilitates the given reaction. (1) Reactant: P12(SP3(SP(SP(S3)(S1)=S)(=S)S2)=S)=[S:2].[CH:15]([NH2:17])=O.Br[CH2:19][C:20]([C:22]1[CH:27]=[C:26]([O:28][CH3:29])[C:25]([Br:30])=[C:24]([O:31][CH3:32])[CH:23]=1)=O.C([O-])([O-])=O.[Na+].[Na+]. Product: [Br:30][C:25]1[C:26]([O:28][CH3:29])=[CH:27][C:22]([C:20]2[N:17]=[CH:15][S:2][CH:19]=2)=[CH:23][C:24]=1[O:31][CH3:32]. The catalyst class is: 127. (2) Reactant: [Br:1][C:2]1[CH:7]=[C:6]([Cl:8])[N:5]=[C:4]([N:9]2[CH2:14][CH2:13][O:12][CH2:11][CH2:10]2)[CH:3]=1.[B-](F)(F)(F)[F:16].[B-](F)(F)(F)[F:21].C1[N+]2(CCl)CC[N+](F)(CC2)C1. Product: [Br:1][C:2]1[CH:7]=[C:6]([Cl:8])[N:5]=[C:4]([N:9]2[CH2:10][CH2:11][O:12][CH2:13][CH2:14]2)[C:3]=1[F:16].[Br:1][C:2]1[C:7]([F:21])=[C:6]([Cl:8])[N:5]=[C:4]([N:9]2[CH2:10][CH2:11][O:12][CH2:13][CH2:14]2)[CH:3]=1. The catalyst class is: 115. (3) Reactant: [F:1][C:2]1[C:3]([N:9]=[CH:10][N:11]([CH3:13])[CH3:12])=[N:4][C:5]([OH:8])=[N:6][CH:7]=1.C(=O)([O-])[O-].[Cs+].[Cs+].[CH3:20][O:21][CH2:22]Br. Product: [F:1][C:2]1[C:3]([N:9]=[CH:10][N:11]([CH3:13])[CH3:12])=[N:4][C:5]([O:8][CH2:20][O:21][CH3:22])=[N:6][CH:7]=1. The catalyst class is: 3. (4) Reactant: Cl[C:2]([C:4]1[CH:5]=[C:6]2[C:11](=[CH:12][CH:13]=1)[C:9](=[O:10])[O:8][CH2:7]2)=[O:3].[NH:14]1[CH2:19][CH2:18][O:17][CH2:16][CH2:15]1.C(N(CC)CC)C. Product: [N:14]1([C:2]([C:4]2[CH:5]=[C:6]3[C:11](=[CH:12][CH:13]=2)[C:9](=[O:10])[O:8][CH2:7]3)=[O:3])[CH2:19][CH2:18][O:17][CH2:16][CH2:15]1. The catalyst class is: 1. (5) Reactant: [CH2:1]([N:8]1[CH:12]=[C:11]([CH:13]=[O:14])[C:10]([O:15][CH2:16][C:17]2[CH:22]=[CH:21][C:20]([O:23][CH2:24][C:25]3[N:26]=[C:27]([C:31]4[O:32][CH:33]=[CH:34][CH:35]=4)[O:28][C:29]=3[CH3:30])=[C:19]([O:36][CH3:37])[CH:18]=2)=[N:9]1)[C:2]1[CH:7]=[CH:6][CH:5]=[CH:4][CH:3]=1.[CH3:38][Mg]Br.O. Product: [CH2:1]([N:8]1[CH:12]=[C:11]([CH:13]([OH:14])[CH3:38])[C:10]([O:15][CH2:16][C:17]2[CH:22]=[CH:21][C:20]([O:23][CH2:24][C:25]3[N:26]=[C:27]([C:31]4[O:32][CH:33]=[CH:34][CH:35]=4)[O:28][C:29]=3[CH3:30])=[C:19]([O:36][CH3:37])[CH:18]=2)=[N:9]1)[C:2]1[CH:3]=[CH:4][CH:5]=[CH:6][CH:7]=1. The catalyst class is: 7. (6) Product: [Cl:13][C:10]1[C:9]2[C:4](=[N:5][CH:6]=[CH:7][CH:8]=2)[N:3]=[C:2]([C:17]2[CH:16]=[C:15]([CH3:14])[CH:20]=[CH:19][N:18]=2)[C:11]=1[CH3:12]. Reactant: Cl[C:2]1[C:11]([CH3:12])=[C:10]([Cl:13])[C:9]2[C:4](=[N:5][CH:6]=[CH:7][CH:8]=2)[N:3]=1.[CH3:14][C:15]1[CH:20]=[CH:19][N:18]=[C:17]([Sn](CCCC)(CCCC)CCCC)[CH:16]=1. The catalyst class is: 73.